The task is: Binary Classification. Given a T-cell receptor sequence (or CDR3 region) and an epitope sequence, predict whether binding occurs between them.. This data is from TCR-epitope binding with 47,182 pairs between 192 epitopes and 23,139 TCRs. (1) The TCR CDR3 sequence is CASSWGLEQYF. Result: 1 (the TCR binds to the epitope). The epitope is FLNGSCGSV. (2) The epitope is KLFIRQEEV. The TCR CDR3 sequence is CAIGGGGAETQYF. Result: 0 (the TCR does not bind to the epitope).